From a dataset of Reaction yield outcomes from USPTO patents with 853,638 reactions. Predict the reaction yield, written as a fraction of the theoretical maximum amount of product (1.0 means a 100% yield; for example, 0.34 means a 34% yield). (1) The reactants are [CH3:1][O:2][CH:3]1[CH2:12][CH2:11][C:10]2[C:5](=[CH:6][CH:7]=[C:8]([C:13]#[CH:14])[CH:9]=2)[CH2:4]1.[Br:15][C:16]1[CH:21]=[C:20](I)[CH:19]=[CH:18][CH:17]=1.Cl. The catalyst is O1CCCC1.C(N(CC)CC)C.Cl[Pd](Cl)([P](C1C=CC=CC=1)(C1C=CC=CC=1)C1C=CC=CC=1)[P](C1C=CC=CC=1)(C1C=CC=CC=1)C1C=CC=CC=1.[Cu](I)I. The product is [CH3:1][O:2][CH:3]1[CH2:12][CH2:11][C:10]2[C:5](=[CH:6][CH:7]=[C:8]([C:13]#[C:14][C:18]3[CH:19]=[CH:20][CH:21]=[C:16]([Br:15])[CH:17]=3)[CH:9]=2)[CH2:4]1. The yield is 0.710. (2) The catalyst is ClCCl. The product is [C:1]([O:5][C:6](=[O:27])[C:7]1[CH:12]=[CH:11][C:10]([N:13]2[CH2:14][CH2:15][N:16]([CH3:19])[CH2:17][CH2:18]2)=[CH:9][C:8]=1[N:20]([CH:21]1[CH2:22][CH2:23][O:24][CH2:25][CH2:26]1)[C:37](=[O:38])[C:36]([F:47])([F:46])[F:35])([CH3:4])([CH3:2])[CH3:3]. The reactants are [C:1]([O:5][C:6](=[O:27])[C:7]1[CH:12]=[CH:11][C:10]([N:13]2[CH2:18][CH2:17][N:16]([CH3:19])[CH2:15][CH2:14]2)=[CH:9][C:8]=1[NH:20][CH:21]1[CH2:26][CH2:25][O:24][CH2:23][CH2:22]1)([CH3:4])([CH3:3])[CH3:2].C(N(CC)CC)C.[F:35][C:36]([F:47])([F:46])[C:37](O[C:37](=[O:38])[C:36]([F:47])([F:46])[F:35])=[O:38].O. The yield is 0.730. (3) The reactants are [F:1][C:2]1[CH:18]=[C:17]([N+:19]([O-:21])=[O:20])[CH:16]=[CH:15][C:3]=1[O:4][C:5]1[CH:10]=[CH:9][N:8]=[C:7]2[CH:11]=[C:12](I)[S:13][C:6]=12.[C:22]([Si:24]([CH3:27])([CH3:26])[CH3:25])#[CH:23]. The catalyst is C1COCC1.[Cu]I.Cl[Pd](Cl)([P](C1C=CC=CC=1)(C1C=CC=CC=1)C1C=CC=CC=1)[P](C1C=CC=CC=1)(C1C=CC=CC=1)C1C=CC=CC=1. The product is [F:1][C:2]1[CH:18]=[C:17]([N+:19]([O-:21])=[O:20])[CH:16]=[CH:15][C:3]=1[O:4][C:5]1[CH:10]=[CH:9][N:8]=[C:7]2[CH:11]=[C:12]([C:23]#[C:22][Si:24]([CH3:27])([CH3:26])[CH3:25])[S:13][C:6]=12. The yield is 0.530.